Dataset: Full USPTO retrosynthesis dataset with 1.9M reactions from patents (1976-2016). Task: Predict the reactants needed to synthesize the given product. (1) Given the product [CH3:36][O:35][C:24](=[O:34])[CH2:25][CH2:26][CH2:27][C:28]1[C:29]([C:30]([O:32][CH3:33])=[O:31])=[CH:21][NH:22][CH:23]=1, predict the reactants needed to synthesize it. The reactants are: [Li]N([Si](C)(C)C)[Si](C)(C)C.CC1C=CC(S([CH2:21][N+:22]#[C-:23])(=O)=O)=CC=1.[C:24]([O:35][CH3:36])(=[O:34])/[CH:25]=[CH:26]/[CH2:27][CH2:28][CH2:29][C:30]([O:32][CH3:33])=[O:31]. (2) Given the product [CH3:30][Si:29]([CH3:32])([CH3:31])[CH:1]1[C:9]2[C:4](=[CH:5][CH:6]=[CH:7][CH:8]=2)[C:3]([CH2:10][CH2:11][C:12]2[CH:17]=[CH:16][CH:15]=[CH:14][N:13]=2)=[CH:2]1, predict the reactants needed to synthesize it. The reactants are: [CH2:1]1[C:9]2[C:4](=[CH:5][CH:6]=[CH:7][CH:8]=2)[C:3]([CH2:10][CH2:11][C:12]2[CH:17]=[CH:16][CH:15]=[CH:14][N:13]=2)=[CH:2]1.C([Li])CCC.CCCCCC.[Si:29](Cl)([CH3:32])([CH3:31])[CH3:30].[Cl-].[NH4+]. (3) Given the product [CH3:12][C:11]1[CH:10]=[CH:9][C:4]([C:5]([O:7][CH3:8])=[O:6])=[CH:3][C:2]=1[O:1][S:14]([CH3:13])(=[O:16])=[O:15], predict the reactants needed to synthesize it. The reactants are: [OH:1][C:2]1[CH:3]=[C:4]([CH:9]=[CH:10][C:11]=1[CH3:12])[C:5]([O:7][CH3:8])=[O:6].[CH3:13][S:14](Cl)(=[O:16])=[O:15]. (4) Given the product [Br:1][C:2]1[C:3]([O:16][CH:12]2[CH2:15][CH2:14][CH2:13]2)=[N:4][CH:5]=[C:6]([CH:10]=1)[C:7]([OH:9])=[O:8], predict the reactants needed to synthesize it. The reactants are: [Br:1][C:2]1[C:3](Cl)=[N:4][CH:5]=[C:6]([CH:10]=1)[C:7]([OH:9])=[O:8].[CH:12]1([OH:16])[CH2:15][CH2:14][CH2:13]1.[OH-].[K+]. (5) Given the product [CH:1]1([N:4]([CH:18]2[CH2:23][CH2:22][N:21]([C:25]3[N:30]=[CH:29][C:28]([F:31])=[CH:27][N:26]=3)[CH2:20][CH2:19]2)[C:5](=[O:17])[C:6]2[CH:7]=[CH:8][C:9]([C:12]3[O:16][CH:15]=[N:14][CH:13]=3)=[CH:10][CH:11]=2)[CH2:3][CH2:2]1, predict the reactants needed to synthesize it. The reactants are: [CH:1]1([N:4]([CH:18]2[CH2:23][CH2:22][NH:21][CH2:20][CH2:19]2)[C:5](=[O:17])[C:6]2[CH:11]=[CH:10][C:9]([C:12]3[O:16][CH:15]=[N:14][CH:13]=3)=[CH:8][CH:7]=2)[CH2:3][CH2:2]1.Cl[C:25]1[N:30]=[CH:29][C:28]([F:31])=[CH:27][N:26]=1. (6) Given the product [C:1]([C:3]1[CH:4]=[CH:5][C:6]([C:9]2[C:10]([C:17]#[N:18])=[C:11]([CH:15]3[O:21][CH2:20][CH2:19][O:16]3)[NH:12][C:13]=2[CH3:14])=[CH:7][CH:8]=1)#[N:2], predict the reactants needed to synthesize it. The reactants are: [C:1]([C:3]1[CH:8]=[CH:7][C:6]([C:9]2[C:10]([C:17]#[N:18])=[C:11]([CH:15]=[O:16])[NH:12][C:13]=2[CH3:14])=[CH:5][CH:4]=1)#[N:2].[CH2:19](O)[CH2:20][OH:21].O.C1(C)C=CC(S(O)(=O)=O)=CC=1.[Cl-].[Na+]. (7) Given the product [OH:33][C:25]1[C:24]([NH:23][C:18]2[C:17](=[O:16])[C:20](=[O:21])[C:19]=2[NH:13][CH:7]([C:5]2[O:6][C:2]([CH3:1])=[CH:3][CH:4]=2)[C:8]2([CH3:12])[CH2:9][O:10][CH2:11]2)=[CH:32][CH:31]=[CH:30][C:26]=1[C:27]([OH:29])=[O:28], predict the reactants needed to synthesize it. The reactants are: [CH3:1][C:2]1[O:6][C:5]([CH:7]([NH2:13])[C:8]2([CH3:12])[CH2:11][O:10][CH2:9]2)=[CH:4][CH:3]=1.C([O:16][C:17]1[C:20](=[O:21])[C:19](=O)[C:18]=1[NH:23][C:24]1[C:25]([OH:33])=[C:26]([CH:30]=[CH:31][CH:32]=1)[C:27]([OH:29])=[O:28])C. (8) Given the product [Br:1][C:2]1[CH:3]=[C:4]2[C:9](=[CH:10][CH:11]=1)[N:8]=[C:7]([OH:12])[CH:6]=[C:5]2[NH:18][C:17]1[CH:19]=[CH:20][C:21]([Cl:22])=[C:15]([Cl:14])[CH:16]=1, predict the reactants needed to synthesize it. The reactants are: [Br:1][C:2]1[CH:3]=[C:4]2[C:9](=[CH:10][CH:11]=1)[N:8]=[C:7]([OH:12])[CH:6]=[C:5]2O.[Cl:14][C:15]1[CH:16]=[C:17]([CH:19]=[CH:20][C:21]=1[Cl:22])[NH2:18].Cl.